Dataset: Orexin1 receptor HTS with 218,158 compounds and 233 confirmed actives. Task: Binary Classification. Given a drug SMILES string, predict its activity (active/inactive) in a high-throughput screening assay against a specified biological target. (1) The result is 0 (inactive). The drug is O1C(CC(Nc2cc(O)ccc2)=CC1=O)C. (2) The drug is S(c1n(CCOC)c(nn1)CNc1ccc(F)cc1)CC(=O)Nc1c(OC)cc(OC)cc1. The result is 0 (inactive). (3) The compound is S(c1n(c(nn1)C1CC1)Cc1ccccc1)CC(=O)Nc1cc(S(=O)(=O)N)ccc1. The result is 0 (inactive). (4) The compound is Clc1c(c2oc(C(=O)Nc3c4c(nccc4)ccc3)cc2)ccc(Cl)c1. The result is 0 (inactive). (5) The compound is Clc1c(C(=O)Nc2cc3c(sc4c(c3=O)cccc4)cc2)cccc1. The result is 1 (active). (6) The drug is S1\C(=C/c2cc(OC)c(OC)c(OC)c2)C(=O)N(Nc2ccccc2)C1=S. The result is 0 (inactive).